From a dataset of Reaction yield outcomes from USPTO patents with 853,638 reactions. Predict the reaction yield, written as a fraction of the theoretical maximum amount of product (1.0 means a 100% yield; for example, 0.34 means a 34% yield). (1) The reactants are [CH:1]([N:14]1[CH2:17][CH:16]([CH2:18][CH2:19][OH:20])[CH2:15]1)([C:8]1[CH:13]=[CH:12][CH:11]=[CH:10][CH:9]=1)[C:2]1[CH:7]=[CH:6][CH:5]=[CH:4][CH:3]=1.[CH3:21]I.[H-].[Na+]. The catalyst is CN(C=O)C. The product is [CH:1]([N:14]1[CH2:17][CH:16]([CH2:18][CH2:19][O:20][CH3:21])[CH2:15]1)([C:8]1[CH:13]=[CH:12][CH:11]=[CH:10][CH:9]=1)[C:2]1[CH:3]=[CH:4][CH:5]=[CH:6][CH:7]=1. The yield is 0.420. (2) The reactants are [F:1][C:2]1[CH:7]=[CH:6][C:5]([NH:8][C:9]2[CH:16]=[CH:15][C:14]([CH:17]([CH3:19])[CH3:18])=[CH:13][C:10]=2[C:11]#[N:12])=[C:4]([N+:20]([O-])=O)[CH:3]=1.[Sn](Cl)[Cl:24]. No catalyst specified. The product is [ClH:24].[F:1][C:2]1[CH:7]=[CH:6][C:5]2[NH:8][C:9]3[CH:16]=[CH:15][C:14]([CH:17]([CH3:19])[CH3:18])=[CH:13][C:10]=3[C:11]([NH2:12])=[N:20][C:4]=2[CH:3]=1. The yield is 0.740.